This data is from NCI-60 drug combinations with 297,098 pairs across 59 cell lines. The task is: Regression. Given two drug SMILES strings and cell line genomic features, predict the synergy score measuring deviation from expected non-interaction effect. (1) Drug 1: C1CCC(CC1)NC(=O)N(CCCl)N=O. Drug 2: CN(C)N=NC1=C(NC=N1)C(=O)N. Cell line: IGROV1. Synergy scores: CSS=29.3, Synergy_ZIP=-5.09, Synergy_Bliss=-1.38, Synergy_Loewe=-4.98, Synergy_HSA=1.81. (2) Drug 1: C1CCC(C1)C(CC#N)N2C=C(C=N2)C3=C4C=CNC4=NC=N3. Drug 2: CCN(CC)CCCC(C)NC1=C2C=C(C=CC2=NC3=C1C=CC(=C3)Cl)OC. Cell line: NCI-H322M. Synergy scores: CSS=34.0, Synergy_ZIP=6.81, Synergy_Bliss=8.34, Synergy_Loewe=0.849, Synergy_HSA=8.36.